The task is: Predict the reactants needed to synthesize the given product.. This data is from Full USPTO retrosynthesis dataset with 1.9M reactions from patents (1976-2016). (1) Given the product [CH3:16][C:10]1[C:9]([O:8][C:6]2[CH:5]=[CH:4][N:3]=[C:2]([NH:17][C:18]3[CH:23]=[CH:22][C:21]([S:24]([NH:27][C:28]4[CH:33]=[CH:32][CH:31]=[CH:30][N:29]=4)(=[O:26])=[O:25])=[CH:20][CH:19]=3)[CH:7]=2)=[CH:14][CH:13]=[C:12]([CH3:15])[N:11]=1, predict the reactants needed to synthesize it. The reactants are: Cl[C:2]1[CH:7]=[C:6]([O:8][C:9]2[C:10]([CH3:16])=[N:11][C:12]([CH3:15])=[CH:13][CH:14]=2)[CH:5]=[CH:4][N:3]=1.[NH2:17][C:18]1[CH:23]=[CH:22][C:21]([S:24]([NH:27][C:28]2[CH:33]=[CH:32][CH:31]=[CH:30][N:29]=2)(=[O:26])=[O:25])=[CH:20][CH:19]=1.C([O-])([O-])=O.[Cs+].[Cs+]. (2) Given the product [C:1]1([CH3:22])[CH:6]=[CH:5][CH:4]=[C:3]([NH:7][C:8]([C:10]2[CH:11]=[C:12]3[C:17](=[CH:18][CH:19]=2)[C:16]([Cl:20])=[N:15][NH:14][C:13]3=[O:25])=[O:9])[CH:2]=1, predict the reactants needed to synthesize it. The reactants are: [C:1]1([CH3:22])[CH:6]=[CH:5][CH:4]=[C:3]([NH:7][C:8]([C:10]2[CH:11]=[C:12]3[C:17](=[CH:18][CH:19]=2)[C:16]([Cl:20])=[N:15][N:14]=[C:13]3Cl)=[O:9])[CH:2]=1.[OH-].[Na+].[O:25]1CCOCC1.Cl. (3) Given the product [CH2:1]([N:8]([CH2:18][C:19]1[CH:24]=[CH:23][CH:22]=[CH:21][CH:20]=1)[C@H:9]1[CH2:17][O:16][C@H:12]([C:13]([NH2:26])=[O:14])[CH2:11][CH2:10]1)[C:2]1[CH:7]=[CH:6][CH:5]=[CH:4][CH:3]=1, predict the reactants needed to synthesize it. The reactants are: [CH2:1]([N:8]([CH2:18][C:19]1[CH:24]=[CH:23][CH:22]=[CH:21][CH:20]=1)[C@H:9]1[CH2:17][O:16][C@H:12]([C:13](O)=[O:14])[CH2:11][CH2:10]1)[C:2]1[CH:7]=[CH:6][CH:5]=[CH:4][CH:3]=1.O[N:26]1C2C=CC=CC=2N=N1.Cl.C(N=C=NCCCN(C)C)C.[Cl-].[NH4+].C(N(CC)C(C)C)(C)C. (4) The reactants are: C([N:8]1[CH2:18][CH2:17][N:16]2[C@@H:10]([CH2:11][CH2:12][O:13][C:14]3[C:22]([CH3:23])=[CH:21][CH:20]=[CH:19][C:15]=32)[CH2:9]1)C1C=CC=CC=1. Given the product [CH3:23][C:22]1[C:14]2[O:13][CH2:12][CH2:11][C@H:10]3[CH2:9][NH:8][CH2:18][CH2:17][N:16]3[C:15]=2[CH:19]=[CH:20][CH:21]=1, predict the reactants needed to synthesize it. (5) Given the product [Cl:1][C:2]1[CH:10]=[C:9]2[C:5]([C:6]([C:11]([N:13]3[CH2:18][CH2:17][C:16]4([C:22]5[CH:23]=[CH:24][CH:25]=[CH:26][C:21]=5[C:20](=[O:27])[O:19]4)[CH2:15][CH2:14]3)=[O:12])=[CH:7][N:8]2[C:34]([N:28]2[CH2:33][CH2:32][CH2:31][CH2:30][CH2:29]2)=[O:35])=[CH:4][CH:3]=1, predict the reactants needed to synthesize it. The reactants are: [Cl:1][C:2]1[CH:10]=[C:9]2[C:5]([C:6]([C:11]([N:13]3[CH2:18][CH2:17][C:16]4([C:22]5[CH:23]=[CH:24][CH:25]=[CH:26][C:21]=5[C:20](=[O:27])[O:19]4)[CH2:15][CH2:14]3)=[O:12])=[CH:7][NH:8]2)=[CH:4][CH:3]=1.[N:28]1([C:34](Cl)=[O:35])[CH2:33][CH2:32][CH2:31][CH2:30][CH2:29]1. (6) Given the product [CH3:33][C@:14]1([NH:13][C:2]2[CH:7]=[N:6][C:5]([C:8]([F:11])([F:10])[F:9])=[CH:4][N:3]=2)[CH2:18][CH2:17][CH2:16][C@@H:15]1[NH:19][C:20](=[O:32])[O:21][C@@H:22]1[CH2:27][C@H:26]([CH3:28])[CH2:25][CH2:24][C@H:23]1[CH:29]([CH3:30])[CH3:31], predict the reactants needed to synthesize it. The reactants are: Cl[C:2]1[CH:7]=[N:6][C:5]([C:8]([F:11])([F:10])[F:9])=[CH:4][N:3]=1.Cl.[NH2:13][C:14]1([CH3:33])[CH2:18][CH2:17][CH2:16][CH:15]1[NH:19][C:20](=[O:32])[O:21][C@@H:22]1[CH2:27][C@H:26]([CH3:28])[CH2:25][CH2:24][C@H:23]1[CH:29]([CH3:31])[CH3:30].CCN(C(C)C)C(C)C.C(=O)(O)[O-].[Na+]. (7) Given the product [NH2:8][C:6]1[CH:7]=[C:2]([Br:1])[C:3]([C:11]#[N:12])=[N:4][CH:5]=1, predict the reactants needed to synthesize it. The reactants are: [Br:1][C:2]1[C:3]([C:11]#[N:12])=[N:4][CH:5]=[C:6]([N+:8]([O-])=O)[CH:7]=1. (8) Given the product [OH:3][CH2:4][CH2:5][CH2:6][C:7]1([CH2:20][C:21]2([CH2:34][CH2:35][CH2:36][OH:37])[C:22]3[CH:23]=[CH:24][CH:25]=[CH:26][C:27]=3[C:28]3[C:33]2=[CH:32][CH:31]=[CH:30][CH:29]=3)[C:19]2[CH:18]=[CH:17][CH:16]=[CH:15][C:14]=2[C:13]2[C:8]1=[CH:9][CH:10]=[CH:11][CH:12]=2, predict the reactants needed to synthesize it. The reactants are: C([O:3][C:4](=O)[CH2:5][CH2:6][C:7]1([CH2:20][C:21]2([CH2:34][CH2:35][C:36](OCC)=[O:37])[C:33]3[CH:32]=[CH:31][CH:30]=[CH:29][C:28]=3[C:27]3[C:22]2=[CH:23][CH:24]=[CH:25][CH:26]=3)[C:19]2[CH:18]=[CH:17][CH:16]=[CH:15][C:14]=2[C:13]2[C:8]1=[CH:9][CH:10]=[CH:11][CH:12]=2)C.[H-].[Al+3].[Li+].[H-].[H-].[H-].O.[OH-].[Na+].